Dataset: Catalyst prediction with 721,799 reactions and 888 catalyst types from USPTO. Task: Predict which catalyst facilitates the given reaction. (1) Reactant: [O:1]1[C:5]2[CH:6]=[CH:7][C:8]([NH2:10])=[CH:9][C:4]=2[CH2:3][CH2:2]1.Br[C:12]1[CH:13]=[CH:14][C:15]2[O:19][CH2:18][CH2:17][C:16]=2[CH:20]=1.C1(P(C2C=CC=CC=2)C2C=CC3C(=CC=CC=3)C=2C2C3C(=CC=CC=3)C=CC=2P(C2C=CC=CC=2)C2C=CC=CC=2)C=CC=CC=1.CC(C)([O-])C.[Na+]. Product: [O:1]1[C:5]2[CH:6]=[CH:7][C:8]([NH:10][C:12]3[CH:13]=[CH:14][C:15]4[O:19][CH2:18][CH2:17][C:16]=4[CH:20]=3)=[CH:9][C:4]=2[CH2:3][CH2:2]1. The catalyst class is: 187. (2) Reactant: [N-:1]=[N+:2]=[N-:3].[Na+].[NH4+].[Cl-].[C:7]12([CH2:17][NH:18][C:19]([C:21]3[C:22]4[N:23]([N:27]=[C:28]([CH2:30][CH2:31][C:32]#[N:33])[CH:29]=4)[CH:24]=[CH:25][CH:26]=3)=[O:20])[CH2:16][CH:11]3[CH2:12][CH:13]([CH2:15][CH:9]([CH2:10]3)[CH2:8]1)[CH2:14]2.O. Product: [C:7]12([CH2:17][NH:18][C:19]([C:21]3[C:22]4[N:23]([N:27]=[C:28]([CH2:30][CH2:31][C:32]5[NH:33][N:3]=[N:2][N:1]=5)[CH:29]=4)[CH:24]=[CH:25][CH:26]=3)=[O:20])[CH2:14][CH:13]3[CH2:15][CH:9]([CH2:10][CH:11]([CH2:12]3)[CH2:16]1)[CH2:8]2. The catalyst class is: 16. (3) Reactant: [CH2:1]([O:3][C:4]([N:6]1[CH2:11][CH2:10][N:9]([C:12](=[O:40])[C@@H:13]([NH:23][C:24]([C:26]2[CH:30]=[C:29]([C:31]([OH:33])=[O:32])[N:28]([C:34]3[CH:39]=[CH:38][CH:37]=[CH:36][CH:35]=3)[N:27]=2)=[O:25])[CH2:14][CH2:15][C:16]([O:18]C(C)(C)C)=[O:17])[CH2:8][CH2:7]1)=[O:5])[CH3:2].C1(C)C=CC=CC=1. Product: [CH2:1]([O:3][C:4]([N:6]1[CH2:11][CH2:10][N:9]([C:12](=[O:40])[C@@H:13]([NH:23][C:24]([C:26]2[CH:30]=[C:29]([C:31]([OH:33])=[O:32])[N:28]([C:34]3[CH:39]=[CH:38][CH:37]=[CH:36][CH:35]=3)[N:27]=2)=[O:25])[CH2:14][CH2:15][C:16]([OH:18])=[O:17])[CH2:8][CH2:7]1)=[O:5])[CH3:2]. The catalyst class is: 157. (4) Reactant: [NH2:1][C:2]1[N:7]=[C:6]([O:8]S(C(F)(F)F)(=O)=O)[C:5]([N+:16]([O-:18])=[O:17])=[C:4]([C:19]2[O:20][CH:21]=[CH:22][CH:23]=2)[N:3]=1.[CH:24]1(O)[CH2:29][CH2:28][CH2:27][CH2:26][CH2:25]1.C1CCN2C(=NCCC2)CC1. Product: [CH:24]1([O:8][C:6]2[C:5]([N+:16]([O-:18])=[O:17])=[C:4]([C:19]3[O:20][CH:21]=[CH:22][CH:23]=3)[N:3]=[C:2]([NH2:1])[N:7]=2)[CH2:29][CH2:28][CH2:27][CH2:26][CH2:25]1. The catalyst class is: 57.